This data is from Reaction yield outcomes from USPTO patents with 853,638 reactions. The task is: Predict the reaction yield, written as a fraction of the theoretical maximum amount of product (1.0 means a 100% yield; for example, 0.34 means a 34% yield). (1) The reactants are C([O:3][C:4](=[O:20])[C:5]1[CH:10]=[CH:9][C:8]([NH:11][CH:12]([CH2:15][CH3:16])[CH2:13][CH3:14])=[C:7]([N+:17]([O-:19])=[O:18])[CH:6]=1)C.C1COCC1.[OH-].[Na+].Cl. The catalyst is C(O)C. The product is [CH2:13]([CH:12]([NH:11][C:8]1[CH:9]=[CH:10][C:5]([C:4]([OH:20])=[O:3])=[CH:6][C:7]=1[N+:17]([O-:19])=[O:18])[CH2:15][CH3:16])[CH3:14]. The yield is 1.00. (2) The reactants are O[C@H:2]([CH3:22])[C@H:3]([NH:7][C:8]([O:10][CH2:11][CH2:12][CH2:13][CH2:14][CH2:15][C:16]1[CH:21]=[CH:20][CH:19]=[CH:18][CH:17]=1)=[O:9])[C:4]([OH:6])=[O:5].CCN(CC)CC.CN(C(ON1N=NC2C=CC=CC1=2)=[N+](C)C)C.[B-](F)(F)(F)F. The catalyst is C(Cl)Cl. The product is [C:16]1([CH2:15][CH2:14][CH2:13][CH2:12][CH2:11][O:10][C:8](=[O:9])[NH:7][C@@H:3]2[C:4](=[O:6])[O:5][C@@H:2]2[CH3:22])[CH:21]=[CH:20][CH:19]=[CH:18][CH:17]=1. The yield is 0.700.